This data is from Full USPTO retrosynthesis dataset with 1.9M reactions from patents (1976-2016). The task is: Predict the reactants needed to synthesize the given product. (1) The reactants are: COC1C=CC(C[N:8](CC2C=CC(OC)=CC=2)[C:9]2[N:14]=[C:13]([C:15]3[CH:20]=[CH:19][CH:18]=[CH:17][C:16]=3[NH:21][C:22]3[CH:23]=[N:24][C:25]([O:28][CH3:29])=[CH:26][CH:27]=3)[N:12]=[C:11]([CH3:30])[N:10]=2)=CC=1. Given the product [CH3:29][O:28][C:25]1[N:24]=[CH:23][C:22]([NH:21][C:16]2[CH:17]=[CH:18][CH:19]=[CH:20][C:15]=2[C:13]2[N:12]=[C:11]([CH3:30])[N:10]=[C:9]([NH2:8])[N:14]=2)=[CH:27][CH:26]=1, predict the reactants needed to synthesize it. (2) Given the product [Br:1][C:2]1[CH:11]=[CH:10][CH:9]=[C:8]2[C:3]=1[CH2:4][CH2:5][N:6]([CH2:13][CH2:14][N:19]1[CH2:20][CH2:21][CH2:22][C@H:18]1[CH3:17])[C:7]2=[O:12], predict the reactants needed to synthesize it. The reactants are: [Br:1][C:2]1[CH:11]=[CH:10][CH:9]=[C:8]2[C:3]=1[CH2:4][CH2:5][N:6]([CH2:13][CH:14]=O)[C:7]2=[O:12].Cl.[CH3:17][C@@H:18]1[CH2:22][CH2:21][CH2:20][NH:19]1.C(N(C(C)C)CC)(C)C. (3) Given the product [I:13][C:8]1[C:7]([OH:12])=[CH:6][CH:5]=[C:4]2[C:9]=1[CH:10]=[CH:11][C:2]([CH3:1])=[N:3]2, predict the reactants needed to synthesize it. The reactants are: [CH3:1][C:2]1[CH:11]=[CH:10][C:9]2[C:4](=[CH:5][CH:6]=[C:7]([OH:12])[CH:8]=2)[N:3]=1.[I:13]NC(=O)CCC(N)=O.FC(F)(F)C(O)=O.N.